From a dataset of Peptide-MHC class II binding affinity with 134,281 pairs from IEDB. Regression. Given a peptide amino acid sequence and an MHC pseudo amino acid sequence, predict their binding affinity value. This is MHC class II binding data. (1) The peptide sequence is NGSQFFLCTAKTAWL. The MHC is HLA-DPA10201-DPB10101 with pseudo-sequence HLA-DPA10201-DPB10101. The binding affinity (normalized) is 0.253. (2) The peptide sequence is EKKMFAATQFEPLAA. The MHC is HLA-DQA10501-DQB10301 with pseudo-sequence HLA-DQA10501-DQB10301. The binding affinity (normalized) is 0.211.